From a dataset of Reaction yield outcomes from USPTO patents with 853,638 reactions. Predict the reaction yield, written as a fraction of the theoretical maximum amount of product (1.0 means a 100% yield; for example, 0.34 means a 34% yield). (1) The reactants are [P:1]([O:19][CH2:20][CH2:21][C:22]([CH3:27])([CH3:26])[C:23](Cl)=[O:24])([O:11][CH2:12][C:13]1[CH:18]=[CH:17][CH:16]=[CH:15][CH:14]=1)([O:3][CH2:4][C:5]1[CH:10]=[CH:9][CH:8]=[CH:7][CH:6]=1)=[O:2].[CH2:28]([C@H:35]([NH:60][C:61](=[O:73])[C@@H:62]([N:66]1[CH2:71][CH2:70][CH2:69][NH:68][C:67]1=[O:72])[CH:63]([CH3:65])[CH3:64])[CH2:36][C@H:37]([OH:59])[C@@H:38]([NH:46][C:47](=[O:58])[CH2:48][O:49][C:50]1[C:55]([CH3:56])=[CH:54][CH:53]=[CH:52][C:51]=1[CH3:57])[CH2:39][C:40]1[CH:45]=[CH:44][CH:43]=[CH:42][CH:41]=1)[C:29]1[CH:34]=[CH:33][CH:32]=[CH:31][CH:30]=1. The catalyst is ClCCl.CN(C)C1C=CN=CC=1. The product is [CH2:4]([O:3][P:1]([O:19][CH2:20][CH2:21][C:22]([CH3:27])([CH3:26])[C:23]([O:59][C@H:37]([C@@H:38]([NH:46][C:47](=[O:58])[CH2:48][O:49][C:50]1[C:55]([CH3:56])=[CH:54][CH:53]=[CH:52][C:51]=1[CH3:57])[CH2:39][C:40]1[CH:45]=[CH:44][CH:43]=[CH:42][CH:41]=1)[CH2:36][C@@H:35]([NH:60][C:61](=[O:73])[C@@H:62]([N:66]1[CH2:71][CH2:70][CH2:69][NH:68][C:67]1=[O:72])[CH:63]([CH3:64])[CH3:65])[CH2:28][C:29]1[CH:34]=[CH:33][CH:32]=[CH:31][CH:30]=1)=[O:24])([O:11][CH2:12][C:13]1[CH:18]=[CH:17][CH:16]=[CH:15][CH:14]=1)=[O:2])[C:5]1[CH:10]=[CH:9][CH:8]=[CH:7][CH:6]=1. The yield is 0.560. (2) The reactants are [O:1]1[C:5]2[CH:6]=[CH:7][C:8]([OH:10])=[CH:9][C:4]=2[O:3][CH2:2]1.C([Mg]Cl)(C)C.[Cl:16][C:17]1[CH:25]=[CH:24][CH:23]=[C:22]2[C:18]=1[C:19](=[O:27])[C:20](=[O:26])[NH:21]2. The catalyst is O1CCCC1. The product is [Cl:16][C:17]1[CH:25]=[CH:24][CH:23]=[C:22]2[C:18]=1[C:19]([OH:27])([C:7]1[C:8]([OH:10])=[CH:9][C:4]3[O:3][CH2:2][O:1][C:5]=3[CH:6]=1)[C:20](=[O:26])[NH:21]2. The yield is 0.950. (3) The reactants are Cl[C:2]1[N:9]=[CH:8][CH:7]=[CH:6][C:3]=1[C:4]#[N:5].C(N(CC)CC)C.[C:17]([Si:19]([CH3:22])([CH3:21])[CH3:20])#[CH:18].O. The catalyst is C1(C)C=CC=CC=1.C1C=CC(P(C2C=CC=CC=2)[C-]2C=CC=C2)=CC=1.C1C=CC(P(C2C=CC=CC=2)[C-]2C=CC=C2)=CC=1.Cl[Pd]Cl.[Fe+2].[Cu]I. The product is [CH3:20][Si:19]([C:17]#[C:18][C:2]1[N:9]=[CH:8][CH:7]=[CH:6][C:3]=1[C:4]#[N:5])([CH3:22])[CH3:21]. The yield is 0.610. (4) The reactants are [NH2:1][C@H:2]([C:8]([O:10][C:11]([CH3:14])([CH3:13])[CH3:12])=[O:9])[CH2:3][CH2:4][C:5]([OH:7])=[O:6].C(=O)([O-])[O-].[Na+].[Na+].[C:21](Cl)([O:23][CH2:24][CH:25]1[C:37]2[C:32](=[CH:33][CH:34]=[CH:35][CH:36]=2)[C:31]2[C:26]1=[CH:27][CH:28]=[CH:29][CH:30]=2)=[O:22].Cl.C(O)(=O)CC(CC(O)=O)(C(O)=O)O. The catalyst is O1CCOCC1.O. The product is [CH:36]1[C:37]2[CH:25]([CH2:24][O:23][C:21]([NH:1][C@H:2]([C:8]([O:10][C:11]([CH3:14])([CH3:13])[CH3:12])=[O:9])[CH2:3][CH2:4][C:5]([OH:7])=[O:6])=[O:22])[C:26]3[C:31](=[CH:30][CH:29]=[CH:28][CH:27]=3)[C:32]=2[CH:33]=[CH:34][CH:35]=1. The yield is 0.990. (5) The reactants are [Br:1][C:2]1[CH:9]=[CH:8][C:5]([CH:6]=[O:7])=[C:4]([F:10])[CH:3]=1.C[Si]([C:15]([F:18])([F:17])[F:16])(C)C.[F-].C([N+](CCCC)(CCCC)CCCC)CCC. The catalyst is O1CCCC1. The product is [Br:1][C:2]1[CH:9]=[CH:8][C:5]([CH:6]([OH:7])[C:15]([F:18])([F:17])[F:16])=[C:4]([F:10])[CH:3]=1. The yield is 0.750. (6) The reactants are [Cl-].[CH3:2][C:3]1[SH+:4][CH:5]=[CH:6][CH:7]=[CH:8][CH:9]=[CH:10][CH:11]=1.[I-:12].[K+]. The catalyst is O. The product is [I-:12].[CH3:2][C:3]1[SH+:4][CH:5]=[CH:6][CH:7]=[CH:8][CH:9]=[CH:10][CH:11]=1. The yield is 0.790. (7) The reactants are [Br:1][C:2]1[CH:25]=[CH:24][C:5]([CH2:6][NH:7][C:8]([C:10]2[CH:20]=[C:19]([N+:21]([O-])=O)[CH:18]=[CH:17][C:11]=2[O:12][CH2:13][C:14]([OH:16])=[O:15])=[O:9])=[C:4]([F:26])[CH:3]=1.[H][H]. The catalyst is C(O)C.[Pd]. The product is [NH2:21][C:19]1[CH:18]=[CH:17][C:11]([O:12][CH2:13][C:14]([OH:16])=[O:15])=[C:10]([C:8](=[O:9])[NH:7][CH2:6][C:5]2[CH:24]=[CH:25][C:2]([Br:1])=[CH:3][C:4]=2[F:26])[CH:20]=1. The yield is 0.660. (8) The reactants are [CH3:1][C:2]1[N:6]=[CH:5][NH:4][N:3]=1.F[C:8]1[CH:13]=[C:12]([F:14])[C:11]([N+:15]([O-:17])=[O:16])=[CH:10][C:9]=1[O:18][CH3:19].C(=O)([O-])[O-].[K+].[K+].O. The catalyst is CS(C)=O. The product is [F:14][C:12]1[C:11]([N+:15]([O-:17])=[O:16])=[CH:10][C:9]([O:18][CH3:19])=[C:8]([N:4]2[CH:5]=[N:6][C:2]([CH3:1])=[N:3]2)[CH:13]=1. The yield is 0.180.